From a dataset of NCI-60 drug combinations with 297,098 pairs across 59 cell lines. Regression. Given two drug SMILES strings and cell line genomic features, predict the synergy score measuring deviation from expected non-interaction effect. (1) Drug 1: CCCS(=O)(=O)NC1=C(C(=C(C=C1)F)C(=O)C2=CNC3=C2C=C(C=N3)C4=CC=C(C=C4)Cl)F. Drug 2: CN(C)N=NC1=C(NC=N1)C(=O)N. Cell line: NCIH23. Synergy scores: CSS=-4.03, Synergy_ZIP=1.05, Synergy_Bliss=-5.66, Synergy_Loewe=-10.4, Synergy_HSA=-9.45. (2) Drug 1: COC1=CC(=CC(=C1O)OC)C2C3C(COC3=O)C(C4=CC5=C(C=C24)OCO5)OC6C(C(C7C(O6)COC(O7)C8=CC=CS8)O)O. Drug 2: CCC1=C2CN3C(=CC4=C(C3=O)COC(=O)C4(CC)O)C2=NC5=C1C=C(C=C5)O. Cell line: SF-539. Synergy scores: CSS=46.8, Synergy_ZIP=-0.127, Synergy_Bliss=1.23, Synergy_Loewe=-0.114, Synergy_HSA=4.27. (3) Drug 1: C1=NNC2=C1C(=O)NC=N2. Drug 2: C1C(C(OC1N2C=NC3=C2NC=NCC3O)CO)O. Cell line: ACHN. Synergy scores: CSS=-6.13, Synergy_ZIP=2.82, Synergy_Bliss=0.231, Synergy_Loewe=-2.66, Synergy_HSA=-3.90. (4) Drug 1: CN(C)C1=NC(=NC(=N1)N(C)C)N(C)C. Drug 2: CC1=C(C(=CC=C1)Cl)NC(=O)C2=CN=C(S2)NC3=CC(=NC(=N3)C)N4CCN(CC4)CCO. Cell line: PC-3. Synergy scores: CSS=22.8, Synergy_ZIP=-5.20, Synergy_Bliss=-0.669, Synergy_Loewe=0.364, Synergy_HSA=2.13. (5) Drug 1: CC(C)NC(=O)C1=CC=C(C=C1)CNNC.Cl. Drug 2: C1CN(P(=O)(OC1)NCCCl)CCCl. Cell line: UACC62. Synergy scores: CSS=6.78, Synergy_ZIP=-2.29, Synergy_Bliss=0.117, Synergy_Loewe=1.93, Synergy_HSA=1.39. (6) Drug 1: C1CN1P(=S)(N2CC2)N3CC3. Drug 2: CC1C(C(CC(O1)OC2CC(OC(C2O)C)OC3=CC4=CC5=C(C(=O)C(C(C5)C(C(=O)C(C(C)O)O)OC)OC6CC(C(C(O6)C)O)OC7CC(C(C(O7)C)O)OC8CC(C(C(O8)C)O)(C)O)C(=C4C(=C3C)O)O)O)O. Cell line: MDA-MB-435. Synergy scores: CSS=10.9, Synergy_ZIP=-0.961, Synergy_Bliss=-2.97, Synergy_Loewe=-23.0, Synergy_HSA=-3.75. (7) Drug 1: C1=CC=C(C=C1)NC(=O)CCCCCCC(=O)NO. Synergy scores: CSS=40.2, Synergy_ZIP=-10.0, Synergy_Bliss=-1.87, Synergy_Loewe=-10.0, Synergy_HSA=2.40. Cell line: OVCAR-8. Drug 2: CCN(CC)CCCC(C)NC1=C2C=C(C=CC2=NC3=C1C=CC(=C3)Cl)OC.